This data is from Aqueous solubility values for 9,982 compounds from the AqSolDB database. The task is: Regression/Classification. Given a drug SMILES string, predict its absorption, distribution, metabolism, or excretion properties. Task type varies by dataset: regression for continuous measurements (e.g., permeability, clearance, half-life) or binary classification for categorical outcomes (e.g., BBB penetration, CYP inhibition). For this dataset (solubility_aqsoldb), we predict Y. (1) The Y is -3.07 log mol/L. The molecule is C=CC1CN2CCC1CC2C(O)c1ccnc2ccccc12. (2) The compound is CC1(C)[C@@H](C(=O)[O-])CC[C@@]1(C)C(=O)[O-]. The Y is -1.42 log mol/L. (3) The drug is C=C. The Y is -0.400 log mol/L.